This data is from Forward reaction prediction with 1.9M reactions from USPTO patents (1976-2016). The task is: Predict the product of the given reaction. (1) The product is: [CH2:1]([O:3][C:4](=[O:18])[CH2:5][CH:6]1[C:15](=[O:16])[N:14]([CH3:17])[C:13]2[C:8](=[CH:9][CH:10]=[CH:11][CH:12]=2)[NH:7]1)[CH3:2]. Given the reactants [CH2:1]([O:3][C:4](=[O:18])[CH:5]=[C:6]1[C:15](=[O:16])[N:14]([CH3:17])[C:13]2[C:8](=[CH:9][CH:10]=[CH:11][CH:12]=2)[NH:7]1)[CH3:2].C([BH3-])#N.[Na+], predict the reaction product. (2) Given the reactants [NH2:1][C:2]1[CH:3]=[C:4]([C:8]2[N:9]([CH3:17])[C:10]3[C:15]([CH:16]=2)=[CH:14][CH:13]=[CH:12][CH:11]=3)[CH:5]=[N:6][CH:7]=1.C(N(CC)CC)C.Cl[CH2:26][CH2:27][S:28](Cl)(=[O:30])=[O:29].[H-].[Na+].[CH2:34]([OH:41])[C:35]1[CH:40]=[CH:39][CH:38]=[CH:37][CH:36]=1, predict the reaction product. The product is: [CH2:34]([O:41][CH2:26][CH2:27][S:28]([NH:1][C:2]1[CH:7]=[N:6][CH:5]=[C:4]([C:8]2[N:9]([CH3:17])[C:10]3[C:15]([CH:16]=2)=[CH:14][CH:13]=[CH:12][CH:11]=3)[CH:3]=1)(=[O:30])=[O:29])[C:35]1[CH:40]=[CH:39][CH:38]=[CH:37][CH:36]=1. (3) Given the reactants [Si:1]([O:8][CH2:9][C:10]([NH:13][C:14]([C:16]1[C:20]2=[N:21][C:22]([C:25]3[C:33]4[C:28](=[CH:29][C:30]([CH3:34])=[CH:31][CH:32]=4)[NH:27][N:26]=3)=[CH:23][N:24]=[C:19]2[N:18]([C:35]([C:48]2[CH:53]=[CH:52][CH:51]=[CH:50][CH:49]=2)([C:42]2[CH:47]=[CH:46][CH:45]=[CH:44][CH:43]=2)[C:36]2[CH:41]=[CH:40][CH:39]=[CH:38][CH:37]=2)[CH:17]=1)=[O:15])([CH3:12])[CH3:11])([C:4]([CH3:7])([CH3:6])[CH3:5])([CH3:3])[CH3:2].Cl[CH2:55][CH2:56][CH2:57][N:58]1[CH2:63][CH2:62][O:61][CH2:60][CH2:59]1.C([O-])([O-])=O.[K+].[K+], predict the reaction product. The product is: [Si:1]([O:8][CH2:9][C:10]([NH:13][C:14]([C:16]1[C:20]2=[N:21][C:22]([C:25]3[C:33]4[C:28](=[CH:29][C:30]([CH3:34])=[CH:31][CH:32]=4)[N:27]([CH2:55][CH2:56][CH2:57][N:58]4[CH2:63][CH2:62][O:61][CH2:60][CH2:59]4)[N:26]=3)=[CH:23][N:24]=[C:19]2[N:18]([C:35]([C:36]2[CH:37]=[CH:38][CH:39]=[CH:40][CH:41]=2)([C:42]2[CH:43]=[CH:44][CH:45]=[CH:46][CH:47]=2)[C:48]2[CH:49]=[CH:50][CH:51]=[CH:52][CH:53]=2)[CH:17]=1)=[O:15])([CH3:11])[CH3:12])([C:4]([CH3:6])([CH3:7])[CH3:5])([CH3:2])[CH3:3]. (4) Given the reactants C([Li])CCC.Br[C:7]1[CH:13]=[C:12]([F:14])[C:11]([Cl:15])=[C:10]([F:16])[C:8]=1[NH2:9].CN(C)[CH:19]=[O:20].[Cl-].[NH4+], predict the reaction product. The product is: [NH2:9][C:8]1[C:10]([F:16])=[C:11]([Cl:15])[C:12]([F:14])=[CH:13][C:7]=1[CH:19]=[O:20]. (5) The product is: [CH3:20][O:18][C:17](=[O:19])[CH2:16][CH2:15][CH2:14][CH2:13][CH2:12][CH2:11][CH2:10][CH2:9][CH2:8][CH2:7][CH2:6][CH2:5][CH2:4][CH2:3][CH2:2][OH:1]. Given the reactants [OH:1][CH2:2][CH2:3][CH2:4][CH2:5][CH2:6][CH2:7][CH2:8][CH2:9][CH2:10][CH2:11][CH2:12][CH2:13][CH2:14][CH2:15][CH2:16][C:17]([OH:19])=[O:18].[CH3:20]O, predict the reaction product.